Dataset: Catalyst prediction with 721,799 reactions and 888 catalyst types from USPTO. Task: Predict which catalyst facilitates the given reaction. (1) Reactant: [N-](S(C(F)(F)F)(=O)=O)S(C(F)(F)F)(=O)=O.[Li+].[CH3:17][O:18][C:19]1[CH:26]=[C:25]([O:27][CH3:28])[CH:24]=[CH:23][C:20]=1[CH2:21][NH2:22].[CH2:29]([O:33][CH2:34][C:35]1[CH:40]=[CH:39][CH:38]=[CH:37][CH:36]=1)[C@H:30]1[O:32][CH2:31]1.O. Product: [CH2:34]([O:33][CH2:29][C@@H:30]([OH:32])[CH2:31][NH:22][CH2:21][C:20]1[CH:23]=[CH:24][C:25]([O:27][CH3:28])=[CH:26][C:19]=1[O:18][CH3:17])[C:35]1[CH:40]=[CH:39][CH:38]=[CH:37][CH:36]=1. The catalyst class is: 2. (2) Reactant: [CH2:1]([NH2:8])[C:2]1[CH:7]=[CH:6][CH:5]=[CH:4][CH:3]=1.[O:9]1[CH:13]=[CH:12][CH:11]=[C:10]1[C:14](Cl)=[O:15]. Product: [CH2:1]([NH:8][C:14]([C:10]1[O:9][CH:13]=[CH:12][CH:11]=1)=[O:15])[C:2]1[CH:7]=[CH:6][CH:5]=[CH:4][CH:3]=1. The catalyst class is: 2. (3) Reactant: Cl[C:2]1[N:7]=[C:6]([NH:8][C:9]2[CH:13]=[C:12]([CH:14]3[CH2:16][CH2:15]3)[NH:11][N:10]=2)[C:5]([Cl:17])=[CH:4][N:3]=1.Cl.O1CCCCC1[N:25]1[C:29]2[CH:30]=[CH:31][C:32]([C@@H:34]([NH2:36])[CH3:35])=[CH:33][C:28]=2[N:27]=[CH:26]1.CCN(C(C)C)C(C)C. Product: [NH:25]1[C:29]2[CH:30]=[CH:31][C:32]([C@@H:34]([NH:36][C:2]3[N:7]=[C:6]([NH:8][C:9]4[CH:13]=[C:12]([CH:14]5[CH2:16][CH2:15]5)[NH:11][N:10]=4)[C:5]([Cl:17])=[CH:4][N:3]=3)[CH3:35])=[CH:33][C:28]=2[N:27]=[CH:26]1. The catalyst class is: 114. (4) Reactant: [Cl:1][C:2]1[N:10]=[CH:9][N:8]=[C:7]2[C:3]=1[N:4]=[CH:5][N:6]2[C@@H:11]1[O:21][C@H:20]2[C@@H:13]([O:14][Si:15]([CH:31]([CH3:33])[CH3:32])([CH:28]([CH3:30])[CH3:29])[O:16][Si:17]([CH:25]([CH3:27])[CH3:26])([CH:22]([CH3:24])[CH3:23])[O:18][CH2:19]2)[C@@H:12]1[OH:34].[C:35]([O-])([O-])=O.[Cs+].[Cs+].CI. Product: [Cl:1][C:2]1[N:10]=[CH:9][N:8]=[C:7]2[C:3]=1[N:4]=[CH:5][N:6]2[C@@H:11]1[O:21][C@H:20]2[C@@H:13]([O:14][Si:15]([CH:28]([CH3:30])[CH3:29])([CH:31]([CH3:33])[CH3:32])[O:16][Si:17]([CH:25]([CH3:26])[CH3:27])([CH:22]([CH3:23])[CH3:24])[O:18][CH2:19]2)[C@@H:12]1[O:34][CH3:35]. The catalyst class is: 3. (5) Reactant: N1(N=[N:7][C:8]2[CH:13]=[CH:12][C:11]([C:14]3([OH:18])[CH2:17][O:16][CH2:15]3)=[CH:10][CH:9]=2)CCCC1. Product: [NH2:7][C:8]1[CH:9]=[CH:10][C:11]([C:14]2([OH:18])[CH2:15][O:16][CH2:17]2)=[CH:12][CH:13]=1. The catalyst class is: 19. (6) Reactant: Cl.[CH3:2][O:3][NH2:4].Cl[C:6]1[C:15]2[C:10](=[CH:11][CH:12]=[CH:13][CH:14]=2)[N:9]=[CH:8][C:7]=1[NH:16][C:17](=O)[CH2:18][CH3:19]. Product: [CH2:18]([C:17]1[N:4]([O:3][CH3:2])[C:6]2[C:15]3[CH:14]=[CH:13][CH:12]=[CH:11][C:10]=3[N:9]=[CH:8][C:7]=2[N:16]=1)[CH3:19]. The catalyst class is: 8. (7) Reactant: C[O-].[Na+].[CH2:4]([C:8]([NH2:10])=[O:9])[C:5]([NH2:7])=[O:6].C(O[CH:14]=[CH:15][C:16](=O)[C:17]([F:20])([F:19])[F:18])C.Cl. Product: [O:6]=[C:5]1[C:4]([C:8]([NH2:10])=[O:9])=[CH:14][CH:15]=[C:16]([C:17]([F:20])([F:19])[F:18])[NH:7]1. The catalyst class is: 5.